From a dataset of Catalyst prediction with 721,799 reactions and 888 catalyst types from USPTO. Predict which catalyst facilitates the given reaction. Reactant: COC1C=CC([CH2:7][N:8](C)[C:9]2[CH:18]=[C:17]3[C:12]([CH:13]=[C:14]([C:22]4[C:23]([F:39])=[CH:24][C:25]([F:38])=[C:26]([NH:28][C:29]([NH:31][C:32]5[CH:37]=[CH:36][CH:35]=[CH:34][CH:33]=5)=[O:30])[CH:27]=4)[C:15](=[O:21])[N:16]3[CH2:19][CH3:20])=[CH:11][N:10]=2)=CC=1.C([O-])(O)=O.[Na+]. Product: [CH2:19]([N:16]1[C:17]2[C:12](=[CH:11][N:10]=[C:9]([NH:8][CH3:7])[CH:18]=2)[CH:13]=[C:14]([C:22]2[C:23]([F:39])=[CH:24][C:25]([F:38])=[C:26]([NH:28][C:29]([NH:31][C:32]3[CH:37]=[CH:36][CH:35]=[CH:34][CH:33]=3)=[O:30])[CH:27]=2)[C:15]1=[O:21])[CH3:20]. The catalyst class is: 67.